This data is from Full USPTO retrosynthesis dataset with 1.9M reactions from patents (1976-2016). The task is: Predict the reactants needed to synthesize the given product. (1) Given the product [Cl:2][C:3]1[CH:8]=[CH:7][CH:6]=[CH:5][C:4]=1[NH:9][N:10]=[CH:14][C:13]1[CH:16]=[CH:17][C:18]([OH:20])=[CH:19][C:12]=1[OH:11], predict the reactants needed to synthesize it. The reactants are: Cl.[Cl:2][C:3]1[CH:8]=[CH:7][CH:6]=[CH:5][C:4]=1[NH:9][NH2:10].[OH:11][C:12]1[CH:19]=[C:18]([OH:20])[CH:17]=[CH:16][C:13]=1[CH:14]=O. (2) Given the product [CH:2]([C:6]1[S:7][C:8]([C:11]([OH:13])=[O:12])=[CH:9][N:10]=1)=[O:1], predict the reactants needed to synthesize it. The reactants are: [O:1]1CCO[CH:2]1[C:6]1[S:7][C:8]([C:11]([OH:13])=[O:12])=[CH:9][N:10]=1. (3) Given the product [Cl:15][C:13]1[CH:12]=[CH:11][C:9]2[O:10][C:4]3[CH:3]=[C:2]([CH3:30])[CH:28]=[CH:27][C:5]=3[C@@H:6]3[C@H:19]([NH:20][C:21](=[O:26])[C:22]([F:23])([F:25])[F:24])[CH2:18][CH2:17][CH2:16][N:7]3[C:8]=2[CH:14]=1, predict the reactants needed to synthesize it. The reactants are: Br[C:2]1[CH:28]=[CH:27][C:5]2[C@@H:6]3[C@H:19]([NH:20][C:21](=[O:26])[C:22]([F:25])([F:24])[F:23])[CH2:18][CH2:17][CH2:16][N:7]3[C:8]3[CH:14]=[C:13]([Cl:15])[CH:12]=[CH:11][C:9]=3[O:10][C:4]=2[CH:3]=1.[Cl-].[CH3:30][Zn+].[NH4+].[Cl-]. (4) Given the product [CH:5]1([C:8]2[CH:15]=[CH:14][C:11]([CH:12]=[O:13])=[C:10]([OH:16])[C:9]=2[F:18])[CH2:6][CH2:7]1, predict the reactants needed to synthesize it. The reactants are: B(Br)(Br)Br.[CH:5]1([C:8]2[CH:15]=[CH:14][C:11]([CH:12]=[O:13])=[C:10]([O:16]C)[C:9]=2[F:18])[CH2:7][CH2:6]1.C(=O)([O-])O.[Na+]. (5) Given the product [Br:19][C:20]1[C:21]([NH:31][CH:8]=[C:9]2[C:17]3[C:12](=[CH:13][CH:14]=[CH:15][CH:16]=3)[NH:11][C:10]2=[O:18])=[N:22][NH:23][C:24]=1[C:25]1[CH:30]=[CH:29][CH:28]=[CH:27][CH:26]=1, predict the reactants needed to synthesize it. The reactants are: NC1C=CNN=1.O/[CH:8]=[C:9]1\[C:10](=[O:18])[NH:11][C:12]2[C:17]\1=[CH:16][CH:15]=[CH:14][CH:13]=2.[Br:19][C:20]1[C:21]([NH2:31])=[N:22][NH:23][C:24]=1[C:25]1[CH:30]=[CH:29][CH:28]=[CH:27][CH:26]=1.